This data is from Forward reaction prediction with 1.9M reactions from USPTO patents (1976-2016). The task is: Predict the product of the given reaction. Given the reactants Cl[C:2]1[C:3]([Cl:20])=[C:4]([CH:11]=[C:12]([C:14]2[CH:15]=[N:16][N:17]([CH3:19])[CH:18]=2)[N:13]=1)[C:5]([O:7][CH:8]([CH3:10])[CH3:9])=[O:6].[CH3:21][C:22](C)([O-:24])[CH3:23].[K+], predict the reaction product. The product is: [Cl:20][C:3]1[C:2]([O:24][CH:22]([CH3:23])[CH3:21])=[N:13][C:12]([C:14]2[CH:15]=[N:16][N:17]([CH3:19])[CH:18]=2)=[CH:11][C:4]=1[C:5]([O:7][CH:8]([CH3:10])[CH3:9])=[O:6].